This data is from Caco-2 cell permeability data measuring drug intestinal absorption for ~900 compounds. The task is: Regression/Classification. Given a drug SMILES string, predict its absorption, distribution, metabolism, or excretion properties. Task type varies by dataset: regression for continuous measurements (e.g., permeability, clearance, half-life) or binary classification for categorical outcomes (e.g., BBB penetration, CYP inhibition). For this dataset (caco2_wang), we predict Y. (1) The compound is CC1(C)S[C@@H]2[C@H](NC(=O)Cc3ccccc3)C(=O)N2[C@H]1C(=O)O. The Y is -6.03 log Papp (cm/s). (2) The compound is C[C@H](N[C@H](CCc1ccccc1)C(=O)O)C(=O)N1CCC[C@@H]1C(=O)O. The Y is -5.88 log Papp (cm/s). (3) The molecule is CC(C)S(=O)(=O)n1c(N)nc2ccc(/C(=C/C(N)=O)c3ccc(F)c(F)c3F)cc21. The Y is -4.33 log Papp (cm/s). (4) The molecule is CCO/N=C(\N)c1ccc(-c2ccc(-c3ccc(/C(N)=N/OCC)cc3)o2)cc1. The Y is -5.23 log Papp (cm/s). (5) The compound is C[C@@H]1NC(=O)[C@@H](C)N(C)C(=O)[C@H](C)N(C)C(=O)[C@@H](C)NC(=O)[C@@H](C)N(C)C(=O)[C@H](C)N(C)C1=O. The Y is -5.00 log Papp (cm/s). (6) The Y is -5.69 log Papp (cm/s). The molecule is CC(NC(=O)[C@@H](N)CCC(=O)OCc1ccccc1)C(=O)O.